Dataset: Reaction yield outcomes from USPTO patents with 853,638 reactions. Task: Predict the reaction yield, written as a fraction of the theoretical maximum amount of product (1.0 means a 100% yield; for example, 0.34 means a 34% yield). (1) The reactants are [CH3:1][O:2][C:3]([C:5]1[CH:13]=[C:12]2[C:8]([C:9]([CH:16]=[O:17])=[CH:10][N:11]2[CH2:14][CH3:15])=[CH:7][CH:6]=1)=[O:4].CC1C=CC(S([CH2:28][N+:29]#[C-:30])(=O)=O)=CC=1.C([O-])([O-])=O.[K+].[K+]. The catalyst is CO. The product is [CH2:14]([N:11]1[C:12]2[C:8](=[CH:7][CH:6]=[C:5]([C:3]([O:2][CH3:1])=[O:4])[CH:13]=2)[C:9]([C:16]2[O:17][CH:30]=[N:29][CH:28]=2)=[CH:10]1)[CH3:15]. The yield is 0.230. (2) The yield is 0.660. The product is [F:1][C:2]1[CH:7]=[C:6]([I:8])[CH:5]=[CH:4][C:3]=1[NH:9][C:10]1[C:11]([C:18]([OH:20])=[O:19])=[N:12][N:13]([CH3:17])[C:14](=[O:16])[CH:15]=1. The reactants are [F:1][C:2]1[CH:7]=[C:6]([I:8])[CH:5]=[CH:4][C:3]=1[NH:9][C:10]1[C:11]([C:18]([O:20]C)=[O:19])=[N:12][N:13]([CH3:17])[C:14](=[O:16])[CH:15]=1.CO.O.[OH-].[Li+]. The catalyst is O1CCCC1. (3) The reactants are [CH3:1][O:2][C:3]1[CH:4]=[C:5]([N:12]2[CH2:17][CH2:16][C:15](=O)[CH2:14][CH2:13]2)[CH:6]=[CH:7][C:8]=1[N+:9]([O-:11])=[O:10].[CH3:19][N:20]1[CH2:25][CH2:24][NH:23][CH2:22][CH2:21]1.C(O[BH-](OC(=O)C)OC(=O)C)(=O)C.[Na+].C(=O)([O-])O.[Na+]. The catalyst is ClCCCl. The product is [CH3:1][O:2][C:3]1[CH:4]=[C:5]([N:12]2[CH2:17][CH2:16][CH:15]([N:23]3[CH2:24][CH2:25][N:20]([CH3:19])[CH2:21][CH2:22]3)[CH2:14][CH2:13]2)[CH:6]=[CH:7][C:8]=1[N+:9]([O-:11])=[O:10]. The yield is 0.732. (4) The reactants are O.C([O-])([O-])=O.[K+].[K+].Br[C:9]1[N:13]([C:14]2[CH:19]=[CH:18][C:17]([C:20]([CH3:23])([CH3:22])[CH3:21])=[CH:16][CH:15]=2)[C:12]([C:24]2[CH:29]=[CH:28][CH:27]=[CH:26][CH:25]=2)=[N:11][N:10]=1.[CH3:30][C:31]1[CH:36]=[CH:35][CH:34]=[C:33]([CH3:37])[C:32]=1B(O)O. The catalyst is C1C=CC([P]([Pd]([P](C2C=CC=CC=2)(C2C=CC=CC=2)C2C=CC=CC=2)([P](C2C=CC=CC=2)(C2C=CC=CC=2)C2C=CC=CC=2)[P](C2C=CC=CC=2)(C2C=CC=CC=2)C2C=CC=CC=2)(C2C=CC=CC=2)C2C=CC=CC=2)=CC=1.COCCOC. The product is [C:20]([C:17]1[CH:18]=[CH:19][C:14]([N:13]2[C:12]([C:24]3[CH:29]=[CH:28][CH:27]=[CH:26][CH:25]=3)=[N:11][N:10]=[C:9]2[C:32]2[C:33]([CH3:37])=[CH:34][CH:35]=[CH:36][C:31]=2[CH3:30])=[CH:15][CH:16]=1)([CH3:23])([CH3:22])[CH3:21]. The yield is 0.310. (5) The reactants are Cl.[NH2:2][C@H:3]([C:5]([NH2:7])=[O:6])[CH3:4].O.C(=O)([O-])O.[Na+].[F:14][C:15]([F:22])([F:21])[CH2:16][O:17][C:18](Cl)=[O:19]. The catalyst is C(OCC)(=O)C. The product is [F:14][C:15]([F:22])([F:21])[CH2:16][O:17][C:18]([NH:7][C:5](=[O:6])[C@H:3]([CH3:4])[NH2:2])=[O:19]. The yield is 0.950. (6) The reactants are S([O-])([O-])=O.[Na+].[Na+].[NH2:7][C:8]1[N:13]=[C:12]([NH2:14])[C:11]([O:15][C:16]2[C:17]([CH:28]([CH3:30])[CH3:29])=[CH:18][C:19]([O:26][CH3:27])=[C:20]([S:22](Cl)(=[O:24])=[O:23])[CH:21]=2)=[CH:10][N:9]=1.C(=O)(O)[O-].[Na+].[CH2:36](I)[CH3:37]. The catalyst is O.O1CCOCC1. The product is [CH2:36]([S:22]([C:20]1[C:19]([O:26][CH3:27])=[CH:18][C:17]([CH:28]([CH3:30])[CH3:29])=[C:16]([CH:21]=1)[O:15][C:11]1[C:12]([NH2:14])=[N:13][C:8]([NH2:7])=[N:9][CH:10]=1)(=[O:24])=[O:23])[CH3:37]. The yield is 0.200.